Dataset: Full USPTO retrosynthesis dataset with 1.9M reactions from patents (1976-2016). Task: Predict the reactants needed to synthesize the given product. (1) Given the product [S:15]1[CH:16]=[CH:17][N:18]=[C:14]1[NH:13][S:12]([C:9]1[CH:8]=[CH:7][C:6]([C:5]([NH2:21])=[NH:22])=[CH:11][CH:10]=1)(=[O:19])=[O:20], predict the reactants needed to synthesize it. The reactants are: Cl.C(O[C:5](=[NH:21])[C:6]1[CH:11]=[CH:10][C:9]([S:12](=[O:20])(=[O:19])[NH:13][C:14]2[S:15][CH:16]=[CH:17][N:18]=2)=[CH:8][CH:7]=1)C.[NH3:22]. (2) Given the product [CH3:33][O:32][C:30]([NH:1][CH2:2][CH2:3][O:4][C:5]1[CH:14]=[CH:13][C:12]2[C:7](=[CH:8][CH:9]=[C:10]([CH2:15][CH2:16][NH:17][S:18]([CH3:21])(=[O:20])=[O:19])[CH:11]=2)[CH:6]=1)=[O:31], predict the reactants needed to synthesize it. The reactants are: [NH2:1][CH2:2][CH2:3][O:4][C:5]1[CH:6]=[C:7]2[C:12](=[CH:13][CH:14]=1)[CH:11]=[C:10]([CH2:15][CH2:16][NH:17][S:18]([CH3:21])(=[O:20])=[O:19])[CH:9]=[CH:8]2.C(N(CC)CC)C.Cl[C:30]([O:32][CH3:33])=[O:31].